Dataset: Catalyst prediction with 721,799 reactions and 888 catalyst types from USPTO. Task: Predict which catalyst facilitates the given reaction. (1) Reactant: [N+:1]([C:4]1[CH:5]=[N:6][N:7]([C:9]([O:11][C:12]([CH3:15])([CH3:14])[CH3:13])=[O:10])[CH:8]=1)([O-])=O.[H][H]. Product: [NH2:1][C:4]1[CH:5]=[N:6][N:7]([C:9]([O:11][C:12]([CH3:15])([CH3:14])[CH3:13])=[O:10])[CH:8]=1. The catalyst class is: 19. (2) Reactant: [C:1]([O:5][C:6](=[O:38])[NH:7][C@@H:8]([CH2:28][C:29]1[C:37]2[C:32](=[CH:33][CH:34]=[CH:35][CH:36]=2)[NH:31][CH:30]=1)[CH2:9][O:10][C:11]1[CH:12]=[N:13][CH:14]=[C:15]([C:17]2[CH:18]=[C:19]3[C:24](=[CH:25][CH:26]=2)[CH:23]=[N:22][C:21](Cl)=[CH:20]3)[CH:16]=1)([CH3:4])([CH3:3])[CH3:2].[CH:39]1(P([CH:39]2[CH2:44][CH2:43][CH2:42][CH2:41][CH2:40]2)C2C=CC=CC=2C2C=CC=CC=2N(C)C)[CH2:44][CH2:43][CH2:42][CH2:41][CH2:40]1. Product: [C:1]([O:5][C:6](=[O:38])[NH:7][C@@H:8]([CH2:28][C:29]1[C:37]2[C:32](=[CH:33][CH:34]=[CH:35][CH:36]=2)[NH:31][CH:30]=1)[CH2:9][O:10][C:11]1[CH:12]=[N:13][CH:14]=[C:15]([C:17]2[CH:18]=[C:19]3[C:24](=[CH:25][CH:26]=2)[CH:23]=[N:22][C:21]([C:39]2[CH:44]=[CH:43][CH:42]=[CH:41][CH:40]=2)=[CH:20]3)[CH:16]=1)([CH3:4])([CH3:3])[CH3:2]. The catalyst class is: 533. (3) Reactant: [C:1]([C:3]1[CH:22]=[CH:21][C:6]([O:7][CH2:8][CH2:9][CH:10]([OH:20])[CH2:11][NH:12][C:13](=[O:19])[O:14][C:15]([CH3:18])([CH3:17])[CH3:16])=[CH:5][CH:4]=1)#[N:2].[CH3:23][S:24](Cl)(=[O:26])=[O:25]. Product: [CH3:23][S:24]([O:20][CH:10]([CH2:11][NH:12][C:13]([O:14][C:15]([CH3:17])([CH3:18])[CH3:16])=[O:19])[CH2:9][CH2:8][O:7][C:6]1[CH:5]=[CH:4][C:3]([C:1]#[N:2])=[CH:22][CH:21]=1)(=[O:26])=[O:25]. The catalyst class is: 341. (4) Reactant: [CH3:1][N:2]1[CH:6]=[C:5]([C:7](O)=O)[CH:4]=[N:3]1.[NH2:10][NH:11][C:12]([NH2:14])=[S:13]. Product: [CH3:1][N:2]1[CH:6]=[C:5]([C:7]2[S:13][C:12]([NH2:14])=[N:11][N:10]=2)[CH:4]=[N:3]1. The catalyst class is: 265. (5) Reactant: C([O:8][C:9]([N:11]1[CH2:17][CH2:16][C@@H:15]2[C@H:12]1[C:13](=[O:26])[N:14]2[C@@H:18]([C:20]1[CH:25]=[CH:24][CH:23]=[CH:22][CH:21]=1)[CH3:19])=[O:10])C1C=CC=CC=1.[CH3:27][C:28](OC(OC(O[C:28]([CH3:30])([CH3:29])[CH3:27])=O)=O)([CH3:30])[CH3:29]. Product: [C:28]([O:8][C:9]([N:11]1[CH2:17][CH2:16][C@@H:15]2[C@H:12]1[C:13](=[O:26])[N:14]2[C@@H:18]([C:20]1[CH:25]=[CH:24][CH:23]=[CH:22][CH:21]=1)[CH3:19])=[O:10])([CH3:30])([CH3:29])[CH3:27]. The catalyst class is: 29. (6) Reactant: [CH2:1]([C:3]1[C:8]([CH:9]=O)=[CH:7][CH:6]=[CH:5][C:4]=1[C:11]1[S:15][C:14]([C:16]2[CH:17]=[CH:18][C:19]([CH2:24][CH:25]([CH3:27])[CH3:26])=[C:20]([CH:23]=2)[C:21]#[N:22])=[N:13][CH:12]=1)[CH3:2].[NH:28]1[CH2:33][CH2:32][CH:31]([C:34]([O:36]CC)=[O:35])[CH2:30][CH2:29]1.C(O[BH-](OC(=O)C)OC(=O)C)(=O)C.[Na+].C=O. Product: [C:21]([C:20]1[CH:23]=[C:16]([C:14]2[S:15][C:11]([C:4]3[C:3]([CH2:1][CH3:2])=[C:8]([CH2:9][N:28]4[CH2:29][CH2:30][CH:31]([C:34]([OH:36])=[O:35])[CH2:32][CH2:33]4)[CH:7]=[CH:6][CH:5]=3)=[CH:12][N:13]=2)[CH:17]=[CH:18][C:19]=1[CH2:24][CH:25]([CH3:27])[CH3:26])#[N:22]. The catalyst class is: 411.